Dataset: Forward reaction prediction with 1.9M reactions from USPTO patents (1976-2016). Task: Predict the product of the given reaction. (1) Given the reactants FC(F)(F)C(O)=O.[CH2:8]([C:12]1[CH:13]=[C:14](C2C=C(C3NC4CCNC(=O)C=4C=3)C=CN=2)[CH:15]=[CH:16][CH:17]=1)[CH2:9][CH2:10][CH3:11].[Br:34]C1C=CC=C(I)C=1.C(B(CCCC)CCCC)CCC.P([O-])([O-])([O-])=O.[K+].[K+].[K+], predict the reaction product. The product is: [CH2:8]([C:12]1[CH:13]=[C:14]([Br:34])[CH:15]=[CH:16][CH:17]=1)[CH2:9][CH2:10][CH3:11]. (2) Given the reactants [CH2:1]([Sn:5]([CH2:23][CH2:24][CH2:25][CH3:26])([CH2:19][CH2:20][CH2:21][CH3:22])[Sn:5]([CH2:19][CH2:20][CH2:21][CH3:22])([CH2:23][CH2:24][CH2:25][CH3:26])[CH2:1][CH2:2][CH2:3][CH3:4])[CH2:2][CH2:3][CH3:4].C([Li])CCC.Cl[C:33]1[N:38]=[CH:37][C:36]([C:39]#[N:40])=[CH:35][CH:34]=1, predict the reaction product. The product is: [CH2:23]([Sn:5]([CH2:1][CH2:2][CH2:3][CH3:4])([CH2:19][CH2:20][CH2:21][CH3:22])[C:33]1[N:38]=[CH:37][C:36]([C:39]#[N:40])=[CH:35][CH:34]=1)[CH2:24][CH2:25][CH3:26]. (3) Given the reactants I[C:2]1[N:6]2[N:7]=[C:8]([C:11]3[CH:21]=[CH:20][C:14]([C:15]([O:17][CH2:18][CH3:19])=[O:16])=[CH:13][CH:12]=3)[CH:9]=[CH:10][C:5]2=[N:4][CH:3]=1.[C:22]([Si:24]([CH3:27])([CH3:26])[CH3:25])#[CH:23].CCN(C(C)C)C(C)C, predict the reaction product. The product is: [CH3:25][Si:24]([C:22]#[C:23][C:2]1[N:6]2[N:7]=[C:8]([C:11]3[CH:21]=[CH:20][C:14]([C:15]([O:17][CH2:18][CH3:19])=[O:16])=[CH:13][CH:12]=3)[CH:9]=[CH:10][C:5]2=[N:4][CH:3]=1)([CH3:27])[CH3:26]. (4) The product is: [CH2:1]([O:3][C:4](=[O:20])[CH:5]([C:28]1[CH:35]=[CH:34][C:31]([C:32]#[N:33])=[CH:30][C:29]=1[N+:36]([O-:38])=[O:37])[C:6](=[O:19])[C:7]([C:10]1[CH:15]=[CH:14][C:13]([O:16][CH3:17])=[C:12]([Br:18])[CH:11]=1)([CH3:9])[CH3:8])[CH3:2]. Given the reactants [CH2:1]([O:3][C:4](=[O:20])[CH2:5][C:6](=[O:19])[C:7]([C:10]1[CH:15]=[CH:14][C:13]([O:16][CH3:17])=[C:12]([Br:18])[CH:11]=1)([CH3:9])[CH3:8])[CH3:2].C(=O)([O-])[O-].[Cs+].[Cs+].Cl[C:28]1[CH:35]=[CH:34][C:31]([C:32]#[N:33])=[CH:30][C:29]=1[N+:36]([O-:38])=[O:37].Cl, predict the reaction product. (5) Given the reactants Cl.[CH3:2][O:3][C:4](=[O:11])[C@H:5]([CH2:7][CH:8]([CH3:10])[CH3:9])[NH2:6].C(N(CC)C(C)C)(C)C.C([O:23][C:24](=O)[CH:25]=[C:26]([O:29][C:30]1[CH:35]=[C:34]([F:36])[CH:33]=[CH:32][C:31]=1[F:37])[CH2:27]Br)C, predict the reaction product. The product is: [CH3:2][O:3][C:4](=[O:11])[C@@H:5]([N:6]1[CH2:27][C:26]([O:29][C:30]2[CH:35]=[C:34]([F:36])[CH:33]=[CH:32][C:31]=2[F:37])=[CH:25][C:24]1=[O:23])[CH2:7][CH:8]([CH3:10])[CH3:9]. (6) Given the reactants [N:1]1[C:10]2[C:5](=[CH:6][CH:7]=[CH:8][C:9]=2B(O)O)[CH:4]=[CH:3][CH:2]=1.Br[C:15]1[CH:16]=[CH:17][C:18]([CH3:40])=[C:19]([NH:21][C:22](=[O:39])[CH2:23][O:24][CH2:25][C:26]([NH:28][C:29]2[CH:37]=[CH:36][C:35]([Cl:38])=[CH:34][C:30]=2[C:31]([OH:33])=[O:32])=[O:27])[CH:20]=1, predict the reaction product. The product is: [Cl:38][C:35]1[CH:36]=[CH:37][C:29]([NH:28][C:26](=[O:27])[CH2:25][O:24][CH2:23][C:22]([NH:21][C:19]2[CH:20]=[C:15]([C:9]3[CH:8]=[CH:7][CH:6]=[C:5]4[C:10]=3[N:1]=[CH:2][CH:3]=[CH:4]4)[CH:16]=[CH:17][C:18]=2[CH3:40])=[O:39])=[C:30]([CH:34]=1)[C:31]([OH:33])=[O:32]. (7) Given the reactants [CH:1]([NH:4][C:5]1[O:6][CH2:7][C:8](=[O:15])[C:9]=1[C:10]([O:12][CH2:13][CH3:14])=[O:11])([CH3:3])[CH3:2].[NH:16]1[C:24]2[C:19](=[CH:20][CH:21]=[CH:22][N:23]=2)[C:18]([CH:25]=O)=[CH:17]1.N1CCC[C@H]1C(O)=O, predict the reaction product. The product is: [NH:16]1[C:24]2=[N:23][CH:22]=[CH:21][CH:20]=[C:19]2[C:18]([CH:25]=[C:7]2[O:6][C:5]([NH:4][CH:1]([CH3:3])[CH3:2])=[C:9]([C:10]([O:12][CH2:13][CH3:14])=[O:11])[C:8]2=[O:15])=[CH:17]1. (8) Given the reactants Br[C:2]1[C:7]([CH3:8])=[CH:6][C:5]([C:9]2[N:13]([CH3:14])[N:12]=[N:11][N:10]=2)=[CH:4][C:3]=1[CH3:15].[F:16][C:17]1[CH:18]=[CH:19][C:20](B2OC(C)(C)C(C)(C)O2)=[C:21]2[C:25]=1[C@H:24]([O:26][C:27]1[CH:40]=[CH:39][C:30]3[C@H:31]([CH2:34][C:35]([O:37][CH3:38])=[O:36])[CH2:32][O:33][C:29]=3[CH:28]=1)[CH2:23][CH2:22]2.BrC1C=CC(F)=C2C=1CC[C@H]2OC1C=CC2[C@H](CC(OC)=O)COC=2C=1, predict the reaction product. The product is: [CH3:15][C:3]1[CH:4]=[C:5]([C:9]2[N:13]([CH3:14])[N:12]=[N:11][N:10]=2)[CH:6]=[C:7]([CH3:8])[C:2]=1[C:20]1[CH:19]=[CH:18][C:17]([F:16])=[C:25]2[C:21]=1[CH2:22][CH2:23][C@H:24]2[O:26][C:27]1[CH:40]=[CH:39][C:30]2[C@H:31]([CH2:34][C:35]([O:37][CH3:38])=[O:36])[CH2:32][O:33][C:29]=2[CH:28]=1. (9) Given the reactants [CH3:1][O:2][C:3]1[CH:8]=[CH:7][N:6]=[C:5]([CH:9]=[O:10])[CH:4]=1.[CH3:11][O:12][CH:13]([O:17][Si](C)(C)C)[CH:14]([CH3:16])[CH3:15], predict the reaction product. The product is: [CH3:11][O:12][C:13](=[O:17])[C:14]([CH3:16])([CH3:15])[CH:9]([OH:10])[C:5]1[CH:4]=[C:3]([O:2][CH3:1])[CH:8]=[CH:7][N:6]=1.